This data is from Reaction yield outcomes from USPTO patents with 853,638 reactions. The task is: Predict the reaction yield, written as a fraction of the theoretical maximum amount of product (1.0 means a 100% yield; for example, 0.34 means a 34% yield). (1) The reactants are C(OC([N:8]1[CH2:12][CH2:11][C@H:10]([C:13]2[CH:18]=[CH:17][CH:16]=[CH:15][CH:14]=2)[C@@H:9]1[CH2:19][OH:20])=O)(C)(C)C.C1COCC1.Cl.[OH-].[Na+]. The catalyst is CO. The product is [C:13]1([C@H:10]2[CH2:11][CH2:12][NH:8][C@H:9]2[CH2:19][OH:20])[CH:14]=[CH:15][CH:16]=[CH:17][CH:18]=1. The yield is 0.560. (2) The reactants are [O:1]1[CH2:5][CH2:4][O:3][CH:2]1[C:6]1[C:7]([O:13][CH3:14])=[N:8][CH:9]=[CH:10][C:11]=1I.[NH2:15][CH2:16][C@H:17]([C:19]1[CH:24]=[CH:23][CH:22]=[C:21]([Cl:25])[CH:20]=1)[OH:18].C(O)CO.[O-]P([O-])([O-])=O.[K+].[K+].[K+]. The catalyst is CC(O)C.[Cu]I.CO.C(Cl)Cl. The product is [Cl:25][C:21]1[CH:20]=[C:19]([C@H:17]([OH:18])[CH2:16][NH:15][C:11]2[CH:10]=[CH:9][N:8]=[C:7]([O:13][CH3:14])[C:6]=2[CH:2]2[O:3][CH2:4][CH2:5][O:1]2)[CH:24]=[CH:23][CH:22]=1. The yield is 0.380. (3) The reactants are [CH2:1]([O:8][C:9](=[O:41])[NH:10][C@@H:11]1[CH2:17][CH2:16][CH2:15][N:14]([C:18]2[N:19]([CH3:40])[N:20]=[CH:21][C:22]=2[NH:23][C:24]([C:26]2[N:27]=[C:28](Br)[S:29][C:30]=2[NH:31][C:32]([O:34][C:35]([CH3:38])([CH3:37])[CH3:36])=[O:33])=[O:25])[CH2:13][CH2:12]1)[C:2]1[CH:7]=[CH:6][CH:5]=[CH:4][CH:3]=1.CC1(C)C(C)(C)OB([C:50]2[CH:55]=[CH:54][CH:53]=[C:52]([C:56]([F:59])([F:58])[F:57])[CH:51]=2)O1.C(=O)([O-])[O-].[Na+].[Na+].C([O-])(=O)C.[K+].ClCCl. The catalyst is Cl[Pd]Cl.C1(P(C2C=CC=CC=2)[C-]2C=CC=C2)C=CC=CC=1.[C-]1(P(C2C=CC=CC=2)C2C=CC=CC=2)C=CC=C1.[Fe+2].O.C(#N)C. The product is [CH2:1]([O:8][C:9](=[O:41])[NH:10][C@@H:11]1[CH2:17][CH2:16][CH2:15][N:14]([C:18]2[N:19]([CH3:40])[N:20]=[CH:21][C:22]=2[NH:23][C:24]([C:26]2[N:27]=[C:28]([C:50]3[CH:55]=[CH:54][CH:53]=[C:52]([C:56]([F:59])([F:58])[F:57])[CH:51]=3)[S:29][C:30]=2[NH:31][C:32]([O:34][C:35]([CH3:38])([CH3:37])[CH3:36])=[O:33])=[O:25])[CH2:13][CH2:12]1)[C:2]1[CH:7]=[CH:6][CH:5]=[CH:4][CH:3]=1. The yield is 0.668. (4) The reactants are [CH3:1][C:2]1[C:6]([CH2:7][N:8]2[CH:12]=[C:11]([C:13](OCC)=[O:14])[CH:10]=[N:9]2)=[C:5]([CH3:18])[O:4][N:3]=1.[NH2:19][NH2:20]. The catalyst is CCO. The product is [CH3:1][C:2]1[C:6]([CH2:7][N:8]2[CH:12]=[C:11]([C:13]([NH:19][NH2:20])=[O:14])[CH:10]=[N:9]2)=[C:5]([CH3:18])[O:4][N:3]=1. The yield is 0.970. (5) The reactants are [Br:1][C:2]1[C:3](=[O:26])[N:4]([CH2:18][CH2:19][C:20]2[CH:25]=[CH:24][CH:23]=[CH:22][CH:21]=2)[C:5]([C:9]2[CH:14]=[CH:13][CH:12]=[C:11]([O:15]C)[C:10]=2[F:17])=[N:6][C:7]=1[CH3:8].B(Br)(Br)Br. The catalyst is C(Cl)Cl. The product is [Br:1][C:2]1[C:3](=[O:26])[N:4]([CH2:18][CH2:19][C:20]2[CH:25]=[CH:24][CH:23]=[CH:22][CH:21]=2)[C:5]([C:9]2[CH:14]=[CH:13][CH:12]=[C:11]([OH:15])[C:10]=2[F:17])=[N:6][C:7]=1[CH3:8]. The yield is 0.930. (6) The reactants are Cl[C:2]1[N:3]=[N:4][CH:5]=[C:6]([Cl:15])[C:7]=1[C:8]1[CH:13]=[CH:12][C:11]([Cl:14])=[CH:10][CH:9]=1.[NH2:16][NH2:17]. The catalyst is O1CCOCC1. The product is [Cl:15][C:6]1[C:7]([C:8]2[CH:13]=[CH:12][C:11]([Cl:14])=[CH:10][CH:9]=2)=[C:2]([NH:16][NH2:17])[N:3]=[N:4][CH:5]=1. The yield is 0.220. (7) The reactants are [C:1]([O:8][CH3:9])(=[O:7])[CH2:2][C:3]([O:5][CH3:6])=[O:4].C([O-])([O-])=O.[K+].[K+].[Br:16][C:17]1[CH:22]=[CH:21][C:20](F)=[C:19]([N+:24]([O-:26])=[O:25])[CH:18]=1.Cl. The catalyst is CN(C=O)C. The product is [Br:16][C:17]1[CH:22]=[CH:21][C:20]([CH:2]([C:1]([O:8][CH3:9])=[O:7])[C:3]([O:5][CH3:6])=[O:4])=[C:19]([N+:24]([O-:26])=[O:25])[CH:18]=1. The yield is 1.00.